Dataset: Experimentally validated miRNA-target interactions with 360,000+ pairs, plus equal number of negative samples. Task: Binary Classification. Given a miRNA mature sequence and a target amino acid sequence, predict their likelihood of interaction. (1) The miRNA is hsa-miR-671-3p with sequence UCCGGUUCUCAGGGCUCCACC. The protein sequence of the target gene is MISPAWSLFLIGTKIGLFFQVAPLSVVAKSCPSVCRCDAGFIYCNDRSLTSIPVGIPEDATTLYLQNNQINNVGIPSDLKNLLKVQRIYLYHNSLDEFPTNLPKYVKELHLQENNIRTITYDSLSKIPYLEELHLDDNSVSAVSIEEGAFRDSNYLRLLFLSRNHLSTIPGGLPRTIEELRLDDNRISTISSPSLHGLTSLKRLVLDGNLLNNHGLGDKVFFNLVNLTELSLVRNSLTAAPVNLPGTSLRKLYLQDNHINRVPPNAFSYLRQLYRLDMSNNNLSNLPQGIFDDLDNITQL.... Result: 0 (no interaction). (2) The miRNA is hsa-miR-6499-3p with sequence AGCAGUGUUUGUUUUGCCCACA. The protein sequence of the target gene is MESGERLPSSAASSTTPTSSSTPSVASVVSKGGLSTGVASLSSTINPCGHLFRTAGDQPFNLSTVSSAFPMVSHPVFGLHSASSGHSEFGGLGTLGTPTALAAHPQLASFPGAEWWRTTDAHTRTGATFFPPLLGIPPLFAPPAQNHDSSSFHSRTSGKSNRNGPEKGVNGSINGSNTSSVIGINTSVLSTTASSSMGQTKSTSSGGGNRKCNQEQSKNQPLDARVDKIKDKKPRKKAMESSSNSDSDSGTSSDTSSEGISSSDSDDLEEDEEEEDQSIEESEDDDSDSESEAQHKSNNQ.... Result: 1 (interaction).